From a dataset of Forward reaction prediction with 1.9M reactions from USPTO patents (1976-2016). Predict the product of the given reaction. (1) Given the reactants Cl[C:2]1[CH:9]=[CH:8][C:5]([CH:6]=[O:7])=[CH:4][N:3]=1.[Br:10][C:11]1[CH:16]=[CH:15][C:14]([OH:17])=[CH:13][C:12]=1[CH2:18][OH:19].C([O-])([O-])=O.[K+].[K+], predict the reaction product. The product is: [Br:10][C:11]1[CH:16]=[CH:15][C:14]([O:17][C:2]2[CH:9]=[CH:8][C:5]([CH:6]=[O:7])=[CH:4][N:3]=2)=[CH:13][C:12]=1[CH2:18][OH:19]. (2) Given the reactants FC(F)(F)C(O)=O.[NH2:8][CH2:9][CH2:10][O:11][C:12]1[CH:13]=[CH:14][C:15]2[C:27](=[O:28])[C:26]3[C:25]4[C:20](=[CH:21][C:22]([C:29]#[N:30])=[CH:23][CH:24]=4)[NH:19][C:18]=3[C:17]([CH3:32])([CH3:31])[C:16]=2[CH:33]=1.C(N(C(C)C)CC)(C)C.[CH3:43][S:44](Cl)(=[O:46])=[O:45], predict the reaction product. The product is: [C:29]([C:22]1[CH:21]=[C:20]2[C:25]([C:26]3[C:27](=[O:28])[C:15]4[CH:14]=[CH:13][C:12]([O:11][CH2:10][CH2:9][NH:8][S:44]([CH3:43])(=[O:46])=[O:45])=[CH:33][C:16]=4[C:17]([CH3:31])([CH3:32])[C:18]=3[NH:19]2)=[CH:24][CH:23]=1)#[N:30]. (3) Given the reactants [OH:1][C:2]1[CH:11]=[C:10]([CH3:12])[CH:9]=[CH:8][C:3]=1[C:4]([O:6][CH3:7])=[O:5].[C:13](=O)([O-])[O-].[K+].[K+].CI, predict the reaction product. The product is: [CH3:13][O:1][C:2]1[CH:11]=[C:10]([CH3:12])[CH:9]=[CH:8][C:3]=1[C:4]([O:6][CH3:7])=[O:5]. (4) Given the reactants [Cl:1][C:2]1[CH:11]=[CH:10][C:9]2[C:4](=[CH:5][CH:6]=[C:7]([Cl:22])[C:8]=2[NH:12][C:13](=[O:21])[CH2:14][CH:15]2[CH2:20][CH2:19][CH2:18][CH2:17][CH2:16]2)[N:3]=1.[CH3:23][NH:24][CH2:25][CH2:26][CH2:27][NH:28][CH3:29], predict the reaction product. The product is: [ClH:1].[ClH:1].[Cl:22][C:7]1[C:8]([NH:12][C:13](=[O:21])[CH2:14][CH:15]2[CH2:20][CH2:19][CH2:18][CH2:17][CH2:16]2)=[C:9]2[C:4](=[CH:5][CH:6]=1)[N:3]=[C:2]([N:24]([CH3:23])[CH2:25][CH2:26][CH2:27][NH:28][CH3:29])[CH:11]=[CH:10]2. (5) Given the reactants [Li]CCCC.CCCCCC.Br[C:13]1[CH:18]=[CH:17][CH:16]=[C:15]([Br:19])[N:14]=1.Cl.[CH3:21][CH2:22][O:23]CC, predict the reaction product. The product is: [Br:19][C:15]1[CH:16]=[CH:17][CH:18]=[C:13]([C:22](=[O:23])[CH3:21])[N:14]=1. (6) Given the reactants [CH3:1][O:2][C:3](=[O:10])[CH:4]([CH3:9])[CH2:5][CH2:6][CH2:7]Br.Cl.[O:12]1[CH2:18][CH2:17][CH2:16][NH:15][CH2:14][CH2:13]1.C(N(CC)CC)C.[I-].[Na+], predict the reaction product. The product is: [CH3:1][O:2][C:3](=[O:10])[CH:4]([CH3:9])[CH2:5][CH2:6][CH2:7][N:15]1[CH2:16][CH2:17][CH2:18][O:12][CH2:13][CH2:14]1. (7) Given the reactants [C:1]([C:5]1[N:9]([CH2:10][CH:11]2[CH2:16][CH2:15][O:14][CH2:13][CH2:12]2)[C:8]2[CH:17]=[CH:18][C:19]([S:21](Cl)(=[O:23])=[O:22])=[CH:20][C:7]=2[N:6]=1)([CH3:4])([CH3:3])[CH3:2].[CH:25]1([NH2:28])[CH2:27][CH2:26]1, predict the reaction product. The product is: [C:1]([C:5]1[N:9]([CH2:10][CH:11]2[CH2:16][CH2:15][O:14][CH2:13][CH2:12]2)[C:8]2[CH:17]=[CH:18][C:19]([S:21]([NH:28][CH:25]3[CH2:27][CH2:26]3)(=[O:23])=[O:22])=[CH:20][C:7]=2[N:6]=1)([CH3:4])([CH3:3])[CH3:2]. (8) The product is: [CH2:1]([S:8]([NH:11][C:12]([CH:14]1[CH2:17][N:16]([C:18]2[C:28]([C:29]#[N:30])=[CH:27][C:21]([C:22]([OH:24])=[O:23])=[C:20]([CH:31]([F:32])[F:33])[N:19]=2)[CH2:15]1)=[O:13])(=[O:9])=[O:10])[C:2]1[CH:3]=[CH:4][CH:5]=[CH:6][CH:7]=1. Given the reactants [CH2:1]([S:8]([NH:11][C:12]([CH:14]1[CH2:17][N:16]([C:18]2[C:28]([C:29]#[N:30])=[CH:27][C:21]([C:22]([O:24]CC)=[O:23])=[C:20]([CH:31]([F:33])[F:32])[N:19]=2)[CH2:15]1)=[O:13])(=[O:10])=[O:9])[C:2]1[CH:7]=[CH:6][CH:5]=[CH:4][CH:3]=1.[OH-].[Na+].CC#N.C(O)=O, predict the reaction product. (9) Given the reactants O[C:2]1([C:24]2[CH:29]=[CH:28][C:27]([O:30][CH3:31])=[CH:26][CH:25]=2)[C:6]2[C:7]([CH3:21])=[C:8]([NH:13][C:14](=[O:20])[CH2:15][C:16]([CH3:19])([CH3:18])[CH3:17])[C:9]([CH3:12])=[C:10]([CH3:11])[C:5]=2[O:4][C:3]1([CH3:23])[CH3:22], predict the reaction product. The product is: [CH3:31][O:30][C:27]1[CH:26]=[CH:25][C:24]([CH:2]2[C:6]3[C:7]([CH3:21])=[C:8]([NH:13][C:14](=[O:20])[CH2:15][C:16]([CH3:17])([CH3:18])[CH3:19])[C:9]([CH3:12])=[C:10]([CH3:11])[C:5]=3[O:4][C:3]2([CH3:23])[CH3:22])=[CH:29][CH:28]=1.